This data is from Forward reaction prediction with 1.9M reactions from USPTO patents (1976-2016). The task is: Predict the product of the given reaction. (1) Given the reactants [N:1]1[C:6]([C:7]([O:9][CH3:10])=[O:8])=[CH:5][CH:4]=[CH:3][C:2]=1[C:11]([O:13][CH3:14])=[O:12].[ClH:15], predict the reaction product. The product is: [ClH:15].[NH:1]1[C@H:2]([C:11]([O:13][CH3:14])=[O:12])[CH2:3][CH2:4][CH2:5][C@@H:6]1[C:7]([O:9][CH3:10])=[O:8]. (2) Given the reactants [NH2:1][C:2]1[CH:7]=[CH:6][CH:5]=[C:4]([CH3:8])[C:3]=1[NH:9][C:10]([C:12]1[N:16]([C:17]2[C:22]([Cl:23])=[CH:21][CH:20]=[CH:19][N:18]=2)[N:15]=[C:14]([Br:24])[CH:13]=1)=[O:11].C(Cl)Cl.Cl[C:29]([O:31][CH3:32])=[O:30], predict the reaction product. The product is: [Br:24][C:14]1[CH:13]=[C:12]([C:10]([NH:9][C:3]2[C:4]([CH3:8])=[CH:5][CH:6]=[CH:7][C:2]=2[NH:1][C:29](=[O:30])[O:31][CH3:32])=[O:11])[N:16]([C:17]2[C:22]([Cl:23])=[CH:21][CH:20]=[CH:19][N:18]=2)[N:15]=1.